From a dataset of Reaction yield outcomes from USPTO patents with 853,638 reactions. Predict the reaction yield, written as a fraction of the theoretical maximum amount of product (1.0 means a 100% yield; for example, 0.34 means a 34% yield). (1) The product is [F:22][C:23]1[CH:31]=[CH:30][C:26]([C:27]([NH:19][C:14]2[C:15]([CH3:18])=[C:16]([CH3:17])[C:11]3[O:10][C:9]([CH3:21])=[C:8]([C:5]4[CH:6]=[CH:7][C:2]([F:1])=[CH:3][CH:4]=4)[C:12]=3[C:13]=2[CH3:20])=[O:28])=[CH:25][CH:24]=1. The yield is 0.750. The catalyst is C(OCC)(=O)C.CCCCCC. The reactants are [F:1][C:2]1[CH:7]=[CH:6][C:5]([C:8]2[C:12]3[C:13]([CH3:20])=[C:14]([NH2:19])[C:15]([CH3:18])=[C:16]([CH3:17])[C:11]=3[O:10][C:9]=2[CH3:21])=[CH:4][CH:3]=1.[F:22][C:23]1[CH:31]=[CH:30][C:26]([C:27](Cl)=[O:28])=[CH:25][CH:24]=1. (2) The reactants are C[O:2][C:3](=[O:13])[CH:4](Br)[C:5]1[CH:10]=[CH:9][C:8]([Br:11])=[CH:7][CH:6]=1.[CH:14]1([SH:19])[CH2:18][CH2:17][CH2:16][CH2:15]1.[NH2:20][C:21]1[S:22][CH:23]=[CH:24][N:25]=1. The catalyst is C1COCC1. The product is [CH:14]1([S:19][CH:4]([C:5]2[CH:10]=[CH:9][C:8]([Br:11])=[CH:7][CH:6]=2)[C:3]([OH:2])=[O:13])[CH2:18][CH2:17][CH2:16][CH2:15]1.[CH:14]1([S:19][CH:4]([C:5]2[CH:6]=[CH:7][C:8]([Br:11])=[CH:9][CH:10]=2)[C:3]([NH:20][C:21]2[S:22][CH:23]=[CH:24][N:25]=2)=[O:13])[CH2:18][CH2:17][CH2:16][CH2:15]1. The yield is 0.700.